From a dataset of NCI-60 drug combinations with 297,098 pairs across 59 cell lines. Regression. Given two drug SMILES strings and cell line genomic features, predict the synergy score measuring deviation from expected non-interaction effect. (1) Synergy scores: CSS=19.8, Synergy_ZIP=-2.83, Synergy_Bliss=-1.98, Synergy_Loewe=-9.53, Synergy_HSA=-0.757. Cell line: SNB-19. Drug 2: CS(=O)(=O)OCCCCOS(=O)(=O)C. Drug 1: C1=NC2=C(N=C(N=C2N1C3C(C(C(O3)CO)O)O)F)N. (2) Drug 1: C1CN(CCN1C(=O)CCBr)C(=O)CCBr. Drug 2: C(CCl)NC(=O)N(CCCl)N=O. Cell line: BT-549. Synergy scores: CSS=14.6, Synergy_ZIP=-2.65, Synergy_Bliss=1.04, Synergy_Loewe=-0.818, Synergy_HSA=0.796. (3) Drug 1: COC1=CC(=CC(=C1O)OC)C2C3C(COC3=O)C(C4=CC5=C(C=C24)OCO5)OC6C(C(C7C(O6)COC(O7)C8=CC=CS8)O)O. Drug 2: CCC1(CC2CC(C3=C(CCN(C2)C1)C4=CC=CC=C4N3)(C5=C(C=C6C(=C5)C78CCN9C7C(C=CC9)(C(C(C8N6C=O)(C(=O)OC)O)OC(=O)C)CC)OC)C(=O)OC)O.OS(=O)(=O)O. Cell line: OVCAR-5. Synergy scores: CSS=33.7, Synergy_ZIP=-6.53, Synergy_Bliss=6.48, Synergy_Loewe=5.25, Synergy_HSA=5.18. (4) Drug 1: CCCS(=O)(=O)NC1=C(C(=C(C=C1)F)C(=O)C2=CNC3=C2C=C(C=N3)C4=CC=C(C=C4)Cl)F. Drug 2: CC12CCC3C(C1CCC2O)C(CC4=C3C=CC(=C4)O)CCCCCCCCCS(=O)CCCC(C(F)(F)F)(F)F. Cell line: RXF 393. Synergy scores: CSS=12.6, Synergy_ZIP=-3.64, Synergy_Bliss=0.276, Synergy_Loewe=1.85, Synergy_HSA=2.05. (5) Drug 1: C1CN(P(=O)(OC1)NCCCl)CCCl. Drug 2: COCCOC1=C(C=C2C(=C1)C(=NC=N2)NC3=CC=CC(=C3)C#C)OCCOC.Cl. Cell line: IGROV1. Synergy scores: CSS=20.1, Synergy_ZIP=2.52, Synergy_Bliss=4.47, Synergy_Loewe=-9.70, Synergy_HSA=4.36. (6) Drug 1: C1CCN(CC1)CCOC2=CC=C(C=C2)C(=O)C3=C(SC4=C3C=CC(=C4)O)C5=CC=C(C=C5)O. Drug 2: CC1CCCC2(C(O2)CC(NC(=O)CC(C(C(=O)C(C1O)C)(C)C)O)C(=CC3=CSC(=N3)C)C)C. Cell line: SNB-75. Synergy scores: CSS=-4.59, Synergy_ZIP=1.92, Synergy_Bliss=0.393, Synergy_Loewe=-4.42, Synergy_HSA=-3.52. (7) Drug 1: C1=CC(=CC=C1C#N)C(C2=CC=C(C=C2)C#N)N3C=NC=N3. Drug 2: CC12CCC3C(C1CCC2O)C(CC4=C3C=CC(=C4)O)CCCCCCCCCS(=O)CCCC(C(F)(F)F)(F)F. Cell line: SK-MEL-5. Synergy scores: CSS=3.40, Synergy_ZIP=-3.28, Synergy_Bliss=-4.69, Synergy_Loewe=-7.84, Synergy_HSA=-2.96.